This data is from Reaction yield outcomes from USPTO patents with 853,638 reactions. The task is: Predict the reaction yield, written as a fraction of the theoretical maximum amount of product (1.0 means a 100% yield; for example, 0.34 means a 34% yield). (1) The reactants are [CH:1]1([C:4]2[N:8]([C:9]3[CH:14]=[C:13](I)[CH:12]=[CH:11][N:10]=3)[N:7]=[C:6]([C:16]([NH2:18])=[O:17])[CH:5]=2)[CH2:3][CH2:2]1.[C:19]([C@:21]1([OH:28])[CH2:25][CH2:24][N:23]([CH3:26])[C:22]1=[O:27])#[CH:20]. No catalyst specified. The product is [CH:1]1([C:4]2[N:8]([C:9]3[CH:14]=[C:13]([C:20]#[C:19][C@:21]4([OH:28])[CH2:25][CH2:24][N:23]([CH3:26])[C:22]4=[O:27])[CH:12]=[CH:11][N:10]=3)[N:7]=[C:6]([C:16]([NH2:18])=[O:17])[CH:5]=2)[CH2:3][CH2:2]1. The yield is 0.900. (2) The reactants are [Cl-].O[NH3+:3].[C:4](=[O:7])([O-])[OH:5].[Na+].CS(C)=O.[CH2:13]([C:17]1[N:18]=[C:19]([CH3:46])[N:20]([C:39]2[CH:44]=[CH:43][C:42]([CH3:45])=[CH:41][CH:40]=2)[C:21](=[O:38])[C:22]=1[CH2:23][C:24]1[CH:29]=[CH:28][C:27]([C:30]2[C:31]([C:36]#[N:37])=[CH:32][CH:33]=[CH:34][CH:35]=2)=[CH:26][CH:25]=1)[CH2:14][CH2:15][CH3:16]. The catalyst is O.C(OCC)(=O)C. The product is [CH2:13]([C:17]1[N:18]=[C:19]([CH3:46])[N:20]([C:39]2[CH:44]=[CH:43][C:42]([CH3:45])=[CH:41][CH:40]=2)[C:21](=[O:38])[C:22]=1[CH2:23][C:24]1[CH:29]=[CH:28][C:27]([C:30]2[CH:35]=[CH:34][CH:33]=[CH:32][C:31]=2[C:36]2[NH:3][C:4](=[O:7])[O:5][N:37]=2)=[CH:26][CH:25]=1)[CH2:14][CH2:15][CH3:16]. The yield is 0.700.